Dataset: Full USPTO retrosynthesis dataset with 1.9M reactions from patents (1976-2016). Task: Predict the reactants needed to synthesize the given product. Given the product [CH3:21][N:19]([CH3:20])[CH2:18][CH2:17][N:12]1[C:11](=[O:22])[C:10]2[CH:23]=[CH:24][CH:25]=[C:8]3[C:9]=2[C:14](=[C:15]2[C:2]([NH:1][C:31]([NH:30][CH2:29][CH2:28][O:27][CH3:26])=[S:32])=[CH:3][CH:4]=[CH:5][C:6]2=[CH:7]3)[C:13]1=[O:16], predict the reactants needed to synthesize it. The reactants are: [NH2:1][C:2]1[C:15]2[C:6](=[CH:7][C:8]3[C:9]4[C:14]=2[C:13](=[O:16])[N:12]([CH2:17][CH2:18][N:19]([CH3:21])[CH3:20])[C:11](=[O:22])[C:10]=4[CH:23]=[CH:24][CH:25]=3)[CH:5]=[CH:4][CH:3]=1.[CH3:26][O:27][CH2:28][CH2:29][N:30]=[C:31]=[S:32].